The task is: Predict the reactants needed to synthesize the given product.. This data is from Full USPTO retrosynthesis dataset with 1.9M reactions from patents (1976-2016). (1) Given the product [CH3:22][S:21]([C:16]1[CH:17]=[CH:18][CH:19]=[CH:20][C:15]=1[C:3]1[N:2]([CH3:1])[C:6]2=[N:7][CH:8]=[C:9]([C:11]([F:14])([F:13])[F:12])[CH:10]=[C:5]2[N:4]=1)=[O:24], predict the reactants needed to synthesize it. The reactants are: [CH3:1][N:2]1[C:6]2=[N:7][CH:8]=[C:9]([C:11]([F:14])([F:13])[F:12])[CH:10]=[C:5]2[N:4]=[C:3]1[C:15]1[CH:20]=[CH:19][CH:18]=[CH:17][C:16]=1[S:21][CH3:22].I([O-])(=O)(=O)=[O:24].[Na+].C(=O)([O-])O.[Na+].S([O-])([O-])(=O)=S.[Na+].[Na+]. (2) The reactants are: CN(C)C=O.[CH3:6][O:7][C:8]1[CH:17]=[C:16]2[C:11]([CH:12]=[CH:13][C:14](=[O:32])[N:15]2[CH2:18][CH2:19][CH2:20][C:21]2([C:27]([O:29][CH2:30][CH3:31])=[O:28])[CH2:26][CH2:25][NH:24][CH2:23][CH2:22]2)=[CH:10][CH:9]=1.C(=O)([O-])[O-].[K+].[K+].Br[CH2:40][CH2:41][CH2:42][C:43]1[CH:48]=[CH:47][CH:46]=[CH:45][CH:44]=1. Given the product [CH3:6][O:7][C:8]1[CH:17]=[C:16]2[C:11]([CH:12]=[CH:13][C:14](=[O:32])[N:15]2[CH2:18][CH2:19][CH2:20][C:21]2([C:27]([O:29][CH2:30][CH3:31])=[O:28])[CH2:26][CH2:25][N:24]([CH2:40][CH2:41][CH2:42][C:43]3[CH:48]=[CH:47][CH:46]=[CH:45][CH:44]=3)[CH2:23][CH2:22]2)=[CH:10][CH:9]=1, predict the reactants needed to synthesize it. (3) Given the product [CH2:26]([C:25]1[N:20]=[C:19]([C@@H:8]([NH2:7])[CH2:9][C:10]2[CH:11]=[CH:12][C:13]([N+:16]([O-:18])=[O:17])=[CH:14][CH:15]=2)[S:21][CH:24]=1)[CH3:27], predict the reactants needed to synthesize it. The reactants are: C(OC(=O)[NH:7][C@H:8]([C:19](=[S:21])[NH2:20])[CH2:9][C:10]1[CH:15]=[CH:14][C:13]([N+:16]([O-:18])=[O:17])=[CH:12][CH:11]=1)(C)(C)C.Br[CH2:24][C:25](=O)[CH2:26][CH3:27].C(OCC)C.